The task is: Predict which catalyst facilitates the given reaction.. This data is from Catalyst prediction with 721,799 reactions and 888 catalyst types from USPTO. (1) Reactant: [C:1]1([C:7](=[O:13])[CH2:8][CH2:9][N:10](C)C)[CH2:6][CH2:5][CH2:4][CH2:3][CH:2]=1.[NH4+].[OH-]. Product: [NH:10]1[CH:6]2[CH:1]([CH2:2][CH2:3][CH2:4][CH2:5]2)[C:7](=[O:13])[CH2:8][CH2:9]1. The catalyst class is: 12. (2) Reactant: [Cl-:1].[K+:2].[B:3](O)(O)[OH:4].[OH-:7].[Na+:8].C([CH:11]=[O:12])=O. Product: [OH-:4].[Na+:8].[C:11](=[O:12])([OH:4])[O-:7].[Na+:8].[Cl-:1].[K+:2].[B:3]. The catalyst class is: 6. (3) Reactant: [CH:1]1([C@H:4]2[O:9][C@@H:8]([C:10]3[CH:19]=[CH:18][C:13]([C:14]([O:16][CH3:17])=[O:15])=[CH:12][CH:11]=3)[CH2:7][CH:6]([OH:20])[CH2:5]2)[CH2:3][CH2:2]1.[Cr](Cl)([O-])(=O)=O.[NH+]1C=CC=CC=1. Product: [CH:1]1([C@H:4]2[O:9][C@@H:8]([C:10]3[CH:11]=[CH:12][C:13]([C:14]([O:16][CH3:17])=[O:15])=[CH:18][CH:19]=3)[CH2:7][C:6](=[O:20])[CH2:5]2)[CH2:3][CH2:2]1. The catalyst class is: 2. (4) Reactant: [Cl:1][S:2]([C:5]1[CH:6]=[C:7]([CH:11]=[CH:12][C:13]=1[F:14])[C:8](O)=[O:9])(=[O:4])=[O:3].S(Cl)([Cl:17])=O. Product: [Cl:1][S:2]([C:5]1[CH:6]=[C:7]([CH:11]=[CH:12][C:13]=1[F:14])[C:8]([Cl:17])=[O:9])(=[O:4])=[O:3]. The catalyst class is: 3.